Task: Predict the product of the given reaction.. Dataset: Forward reaction prediction with 1.9M reactions from USPTO patents (1976-2016) (1) Given the reactants [CH3:1][O:2][C:3](=[O:14])[C:4]1[CH:9]=[CH:8][C:7](Cl)=[C:6]([N+:11]([O-:13])=[O:12])[CH:5]=1.[C:15]([O:19][C:20](=[O:29])[NH:21][C:22]1[CH:27]=[CH:26][C:25]([OH:28])=[CH:24][CH:23]=1)([CH3:18])([CH3:17])[CH3:16].C([O-])([O-])=O.[K+].[K+], predict the reaction product. The product is: [CH3:1][O:2][C:3](=[O:14])[C:4]1[CH:9]=[CH:8][C:7]([O:28][C:25]2[CH:24]=[CH:23][C:22]([NH:21][C:20]([O:19][C:15]([CH3:18])([CH3:17])[CH3:16])=[O:29])=[CH:27][CH:26]=2)=[C:6]([N+:11]([O-:13])=[O:12])[CH:5]=1. (2) Given the reactants [NH2:1][C:2]1[C:3]([C:7]([O:9][CH3:10])=[O:8])=[CH:4][S:5][CH:6]=1.[N:11]([O-])=O.[Na+].[CH3:15][NH:16][CH3:17], predict the reaction product. The product is: [CH3:15][N:16]([N:11]=[N:1][C:2]1[C:3]([C:7]([O:9][CH3:10])=[O:8])=[CH:4][S:5][CH:6]=1)[CH3:17].